This data is from Full USPTO retrosynthesis dataset with 1.9M reactions from patents (1976-2016). The task is: Predict the reactants needed to synthesize the given product. (1) Given the product [ClH:31].[CH:1]1([CH2:4][NH:5][C@@H:13]2[CH2:15][C@H:14]2[C:16]2[CH:17]=[C:18]([CH:19]=[CH:20][CH:21]=2)[C:22]([NH:23][C:24]2[S:25][C:26]([CH3:29])=[N:27][N:28]=2)=[O:30])[CH2:3][CH2:2]1, predict the reactants needed to synthesize it. The reactants are: [CH:1]1([CH2:4][N:5]([C@@H:13]2[CH2:15][C@H:14]2[C:16]2[CH:21]=[CH:20][CH:19]=[C:18]([C:22](=[O:30])[NH:23][C:24]3[S:25][C:26]([CH3:29])=[N:27][N:28]=3)[CH:17]=2)C(=O)OC(C)(C)C)[CH2:3][CH2:2]1.[ClH:31].CO. (2) Given the product [OH:20][N:19]=[CH:18][C:16](=[N:9][NH:8][C:6]([C:2]1[S:1][CH:5]=[CH:4][CH:3]=1)=[O:7])[C:13]1[CH:14]=[CH:15][CH:10]=[CH:11][CH:12]=1, predict the reactants needed to synthesize it. The reactants are: [S:1]1[CH:5]=[CH:4][CH:3]=[C:2]1[C:6]([NH:8][NH2:9])=[O:7].[CH:10]1[CH:15]=[CH:14][C:13]([C:16](/[CH:18]=[N:19]/[OH:20])=O)=[CH:12][CH:11]=1.